This data is from Peptide-MHC class I binding affinity with 185,985 pairs from IEDB/IMGT. The task is: Regression. Given a peptide amino acid sequence and an MHC pseudo amino acid sequence, predict their binding affinity value. This is MHC class I binding data. (1) The peptide sequence is TERSASGGVY. The MHC is HLA-A29:02 with pseudo-sequence HLA-A29:02. The binding affinity (normalized) is 0. (2) The peptide sequence is SVYDFFVWL. The MHC is H-2-Db with pseudo-sequence H-2-Db. The binding affinity (normalized) is 0.100. (3) The peptide sequence is QLMYALEPRK. The MHC is HLA-A03:01 with pseudo-sequence HLA-A03:01. The binding affinity (normalized) is 0.537. (4) The peptide sequence is VSILFAFV. The MHC is H-2-Db with pseudo-sequence H-2-Db. The binding affinity (normalized) is 0.540.